Regression. Given two drug SMILES strings and cell line genomic features, predict the synergy score measuring deviation from expected non-interaction effect. From a dataset of NCI-60 drug combinations with 297,098 pairs across 59 cell lines. (1) Drug 1: CCC1(CC2CC(C3=C(CCN(C2)C1)C4=CC=CC=C4N3)(C5=C(C=C6C(=C5)C78CCN9C7C(C=CC9)(C(C(C8N6C=O)(C(=O)OC)O)OC(=O)C)CC)OC)C(=O)OC)O.OS(=O)(=O)O. Drug 2: COCCOC1=C(C=C2C(=C1)C(=NC=N2)NC3=CC=CC(=C3)C#C)OCCOC.Cl. Cell line: KM12. Synergy scores: CSS=32.1, Synergy_ZIP=-6.94, Synergy_Bliss=-4.28, Synergy_Loewe=-15.0, Synergy_HSA=-3.06. (2) Drug 1: C1=CC(=CC=C1C#N)C(C2=CC=C(C=C2)C#N)N3C=NC=N3. Drug 2: CN(CCCl)CCCl.Cl. Cell line: OVCAR3. Synergy scores: CSS=6.47, Synergy_ZIP=-0.399, Synergy_Bliss=3.69, Synergy_Loewe=-0.891, Synergy_HSA=-1.29. (3) Drug 1: COC1=C(C=C2C(=C1)N=CN=C2NC3=CC(=C(C=C3)F)Cl)OCCCN4CCOCC4. Drug 2: CCC1(CC2CC(C3=C(CCN(C2)C1)C4=CC=CC=C4N3)(C5=C(C=C6C(=C5)C78CCN9C7C(C=CC9)(C(C(C8N6C=O)(C(=O)OC)O)OC(=O)C)CC)OC)C(=O)OC)O.OS(=O)(=O)O. Cell line: HCT-15. Synergy scores: CSS=52.3, Synergy_ZIP=5.05, Synergy_Bliss=7.37, Synergy_Loewe=6.55, Synergy_HSA=6.29. (4) Drug 1: C1CCN(CC1)CCOC2=CC=C(C=C2)C(=O)C3=C(SC4=C3C=CC(=C4)O)C5=CC=C(C=C5)O. Drug 2: C1CN(P(=O)(OC1)NCCCl)CCCl. Cell line: CCRF-CEM. Synergy scores: CSS=4.25, Synergy_ZIP=7.80, Synergy_Bliss=14.6, Synergy_Loewe=8.44, Synergy_HSA=9.24.